Dataset: Catalyst prediction with 721,799 reactions and 888 catalyst types from USPTO. Task: Predict which catalyst facilitates the given reaction. (1) Reactant: [Mg].Br[C:3]1[CH:8]=[C:7]([F:9])[CH:6]=[C:5]([F:10])[CH:4]=1.[F:11][C:12]1[CH:19]=[CH:18][C:17]([CH:20]=[O:21])=[CH:16][C:13]=1[C:14]#[N:15]. Product: [F:10][C:5]1[CH:4]=[C:3]([CH:20]([OH:21])[C:17]2[CH:18]=[CH:19][C:12]([F:11])=[C:13]([CH:16]=2)[C:14]#[N:15])[CH:8]=[C:7]([F:9])[CH:6]=1. The catalyst class is: 7. (2) Reactant: CC(C)([O-])C.[K+].[C:7]([CH2:9][C:10]([NH2:12])=[O:11])#[N:8].[Cl:13][C:14]1[CH:30]=[CH:29][C:28]([Cl:31])=[CH:27][C:15]=1[O:16][C:17]1[CH:22]=[CH:21][C:20]([N:23]=[C:24]=[S:25])=[CH:19][C:18]=1[F:26].Cl. Product: [C:7]([CH:9]([C:24](=[S:25])[NH:23][C:20]1[CH:21]=[CH:22][C:17]([O:16][C:15]2[CH:27]=[C:28]([Cl:31])[CH:29]=[CH:30][C:14]=2[Cl:13])=[C:18]([F:26])[CH:19]=1)[C:10]([NH2:12])=[O:11])#[N:8]. The catalyst class is: 1. (3) Reactant: Cl[C:2]1[C:11]2[C:6](=[CH:7][N:8]=[CH:9][CH:10]=2)[N:5]=[C:4]([C:12]2[CH:17]=[CH:16][CH:15]=[CH:14][N:13]=2)[C:3]=1[CH3:18].[O:19]1[CH2:24][CH2:23][N:22]([C:25]2[CH:26]=[C:27]3[NH:33]C[C:31]4([CH2:38]COCC4)[C:28]3=[N:29][CH:30]=2)[CH2:21][CH2:20]1.CC(C1C=C(C(C)C)C(C2C=CC=CC=2P(C2CCCCC2)C2CCCCC2)=C([CH:70]([CH3:72])C)C=1)C.C[C:74](C)([O-:76])C.[Na+]. Product: [N:29]1([C:28]2[CH:31]=[CH:38][C:25]([N:22]3[CH2:21][CH2:20][O:19][CH2:24][CH2:23]3)=[CH:26][C:27]=2[NH:33][C:2]2[C:11]3[C:6](=[CH:7][N:8]=[CH:9][CH:10]=3)[N:5]=[C:4]([C:12]3[CH:17]=[CH:16][CH:15]=[CH:14][N:13]=3)[C:3]=2[CH3:18])[CH2:30][CH2:74][O:76][CH2:70][CH2:72]1. The catalyst class is: 11. (4) Reactant: [C:1]12([NH:6][C:7]3[C:12](Br)=[CH:11][N:10]=[C:9]([Cl:14])[N:8]=3)[CH2:5][CH:3]([CH2:4]1)[CH2:2]2.[CH2:15]([O:17]/[CH:18]=[CH:19]\[Sn](CCCC)(CCCC)CCCC)[CH3:16]. Product: [C:1]12([NH:6][C:7]3[C:12](/[CH:16]=[CH:15]\[O:17][CH2:18][CH3:19])=[CH:11][N:10]=[C:9]([Cl:14])[N:8]=3)[CH2:5][CH:3]([CH2:4]1)[CH2:2]2. The catalyst class is: 109. (5) The catalyst class is: 5. Product: [Br:16][C:11]1[CH:12]=[CH:13][CH:14]=[CH:15][C:10]=1[NH:9][N:8]=[C:5]([C:6]#[N:7])[C:4]([NH:20][CH2:18][CH3:19])=[O:17]. Reactant: C(O[C:4](=[O:17])[C:5](=[N:8][NH:9][C:10]1[CH:15]=[CH:14][CH:13]=[CH:12][C:11]=1[Br:16])[C:6]#[N:7])C.[CH2:18]([NH2:20])[CH3:19].O.C(N(CC)CC)C. (6) Reactant: Cl[C:2]1[C:11]2[C:6](=[N:7][C:8]([C:12]3[C:17]([C:18]([F:21])([F:20])[F:19])=[CH:16][CH:15]=[CH:14][N:13]=3)=[CH:9][CH:10]=2)[N:5]=[C:4]([O:22]C)[CH:3]=1.[F:24][C:25]([F:34])([F:33])[C:26]1[CH:32]=[CH:31][C:29]([NH2:30])=[CH:28][CH:27]=1.Cl.CCOCC. Product: [F:24][C:25]([F:33])([F:34])[C:26]1[CH:27]=[CH:28][C:29]([NH:30][C:2]2[C:11]3[C:6](=[N:7][C:8]([C:12]4[C:17]([C:18]([F:21])([F:20])[F:19])=[CH:16][CH:15]=[CH:14][N:13]=4)=[CH:9][CH:10]=3)[N:5]=[C:4]([OH:22])[CH:3]=2)=[CH:31][CH:32]=1. The catalyst class is: 32. (7) Reactant: [F:1][C:2]1[CH:3]=[CH:4][C:5]([C:41]([F:44])([F:43])[F:42])=[C:6]([CH:40]=1)[C:7]([N:9]1[CH2:14][CH2:13][N:12]([C:15](=[O:39])[CH2:16][NH:17][C:18]([C:20]2[CH:24]=[C:23]([C:25]3[CH:30]=[CH:29][CH:28]=[CH:27][C:26]=3[O:31]CC3C=CC=CC=3)[NH:22][N:21]=2)=[O:19])[CH2:11][CH2:10]1)=[O:8]. Product: [F:1][C:2]1[CH:3]=[CH:4][C:5]([C:41]([F:44])([F:42])[F:43])=[C:6]([CH:40]=1)[C:7]([N:9]1[CH2:14][CH2:13][N:12]([C:15](=[O:39])[CH2:16][NH:17][C:18]([C:20]2[CH:24]=[C:23]([C:25]3[CH:30]=[CH:29][CH:28]=[CH:27][C:26]=3[OH:31])[NH:22][N:21]=2)=[O:19])[CH2:11][CH2:10]1)=[O:8]. The catalyst class is: 403.